Dataset: NCI-60 drug combinations with 297,098 pairs across 59 cell lines. Task: Regression. Given two drug SMILES strings and cell line genomic features, predict the synergy score measuring deviation from expected non-interaction effect. Drug 1: CN1C2=C(C=C(C=C2)N(CCCl)CCCl)N=C1CCCC(=O)O.Cl. Drug 2: C1CC(=O)NC(=O)C1N2C(=O)C3=CC=CC=C3C2=O. Cell line: UACC62. Synergy scores: CSS=-3.05, Synergy_ZIP=2.00, Synergy_Bliss=0.400, Synergy_Loewe=-1.42, Synergy_HSA=-3.03.